Dataset: Full USPTO retrosynthesis dataset with 1.9M reactions from patents (1976-2016). Task: Predict the reactants needed to synthesize the given product. (1) The reactants are: [OH:1][CH2:2][C:3]1[CH:4]=[C:5]([CH:29]=[CH:30][CH:31]=1)[CH2:6][C@H:7]1[C@H:15]2[C@@H:11]([N:12]([CH2:17][C:18]3[CH:23]=[CH:22][CH:21]=[C:20]([CH:24]([CH3:26])[CH3:25])[CH:19]=3)C(=O)[O:14]2)[CH2:10][S:9](=[O:28])(=[O:27])[CH2:8]1.C(Cl)[Cl:33].CO. Given the product [ClH:33].[OH:1][CH2:2][C:3]1[CH:4]=[C:5]([CH:29]=[CH:30][CH:31]=1)[CH2:6][C@H:7]1[C@H:15]([OH:14])[C@@H:11]([NH:12][CH2:17][C:18]2[CH:23]=[CH:22][CH:21]=[C:20]([CH:24]([CH3:26])[CH3:25])[CH:19]=2)[CH2:10][S:9](=[O:28])(=[O:27])[CH2:8]1, predict the reactants needed to synthesize it. (2) Given the product [CH3:1][O:2][C:3](=[O:8])[C:4]([N:5]=[N+:6]=[N-:7])=[CH:16][C:12]1[S:13][C:14]([CH3:15])=[C:10]([Br:9])[CH:11]=1, predict the reactants needed to synthesize it. The reactants are: [CH3:1][O:2][C:3](=[O:8])[CH2:4][N:5]=[N+:6]=[N-:7].[Br:9][C:10]1[CH:11]=[C:12]([CH:16]=O)[S:13][C:14]=1[CH3:15].C[O-].[Na+]. (3) The reactants are: C([O:3][C:4]([C:6]1[C:7]2[CH2:23][O:22][C:21]3[CH:20]=[C:19]([O:24][CH3:25])[C:18]([CH2:26][CH:27]([CH3:29])[CH3:28])=[CH:17][C:16]=3[C:8]=2[N:9]([C:11]2[S:12][CH:13]=[CH:14][CH:15]=2)[N:10]=1)=[O:5])C.C1COCC1.O.O[Li].O. Given the product [CH2:26]([C:18]1[C:19]([O:24][CH3:25])=[CH:20][C:21]2[O:22][CH2:23][C:7]3[C:6]([C:4]([OH:5])=[O:3])=[N:10][N:9]([C:11]4[S:12][CH:13]=[CH:14][CH:15]=4)[C:8]=3[C:16]=2[CH:17]=1)[CH:27]([CH3:29])[CH3:28], predict the reactants needed to synthesize it. (4) Given the product [C:24]([N:14]1[CH2:15][CH2:16][N:11]([C:3]2[CH:4]=[CH:5][C:6]([N+:8]([O-:10])=[O:9])=[CH:7][C:2]=2[F:1])[CH2:12][CH2:13]1)(=[O:26])[CH3:25], predict the reactants needed to synthesize it. The reactants are: [F:1][C:2]1[CH:7]=[C:6]([N+:8]([O-:10])=[O:9])[CH:5]=[CH:4][C:3]=1[N:11]1[CH2:16][CH2:15][NH:14][CH2:13][CH2:12]1.C(N(CC)CC)C.[C:24](Cl)(=[O:26])[CH3:25]. (5) Given the product [CH2:31]([O:30][C:28]([N:26]1[CH2:25][C:24](=[O:38])[N:23]2[CH2:39][C@H:19]([C:16]3[N:12]4[CH:13]=[CH:14][N:15]=[C:10]([Cl:9])[C:11]4=[C:18]([Br:1])[N:17]=3)[CH2:20][CH2:21][C@@H:22]2[CH2:27]1)=[O:29])[C:32]1[CH:37]=[CH:36][CH:35]=[CH:34][CH:33]=1, predict the reactants needed to synthesize it. The reactants are: [Br:1]N1C(=O)CCC1=O.[Cl:9][C:10]1[C:11]2[N:12]([C:16]([CH:19]3[CH2:39][N:23]4[C:24](=[O:38])[CH2:25][N:26]([C:28]([O:30][CH2:31][C:32]5[CH:37]=[CH:36][CH:35]=[CH:34][CH:33]=5)=[O:29])[CH2:27][CH:22]4[CH2:21][CH2:20]3)=[N:17][CH:18]=2)[CH:13]=[CH:14][N:15]=1. (6) Given the product [C:1]1([C:7]2[C:16]([N:17]3[CH2:18][CH2:19][CH:20]([C:23]4[CH:24]=[CH:25][CH:26]=[CH:27][CH:28]=4)[CH2:21][CH2:22]3)=[N:15][C:14]3[C:9](=[CH:10][CH:11]=[C:12]([C:29]([OH:31])=[O:30])[CH:13]=3)[N:8]=2)[CH:6]=[CH:5][CH:4]=[CH:3][CH:2]=1, predict the reactants needed to synthesize it. The reactants are: [C:1]1([C:7]2[C:16]([N:17]3[CH2:22][CH2:21][CH:20]([C:23]4[CH:28]=[CH:27][CH:26]=[CH:25][CH:24]=4)[CH2:19][CH2:18]3)=[N:15][C:14]3[C:9](=[CH:10][CH:11]=[C:12]([C:29]([O:31]C)=[O:30])[CH:13]=3)[N:8]=2)[CH:6]=[CH:5][CH:4]=[CH:3][CH:2]=1.[OH-].[Na+].Cl.